Dataset: HIV replication inhibition screening data with 41,000+ compounds from the AIDS Antiviral Screen. Task: Binary Classification. Given a drug SMILES string, predict its activity (active/inactive) in a high-throughput screening assay against a specified biological target. (1) The compound is N#CC12C(=O)N3C(=NC(c4ccco4)NC3c3ccco3)C1(C#N)C(c1ccco1)NC1=C2CCCC1. The result is 0 (inactive). (2) The compound is Cn1c(=O)c2c(nc3sc4ccccc4c(=O)n32)n(C)c1=O. The result is 0 (inactive).